This data is from TCR-epitope binding with 47,182 pairs between 192 epitopes and 23,139 TCRs. The task is: Binary Classification. Given a T-cell receptor sequence (or CDR3 region) and an epitope sequence, predict whether binding occurs between them. (1) The epitope is ISDYDYYRY. The TCR CDR3 sequence is CASSLTAGTQETQYF. Result: 0 (the TCR does not bind to the epitope). (2) The epitope is FQPTNGVGY. The TCR CDR3 sequence is CASSLPGGLAGAQQYF. Result: 1 (the TCR binds to the epitope). (3) The epitope is IVTDFSVIK. The TCR CDR3 sequence is CASSLPPGQPFVGEQYF. Result: 0 (the TCR does not bind to the epitope). (4) Result: 0 (the TCR does not bind to the epitope). The TCR CDR3 sequence is CASSLEGQGAPGQPQHF. The epitope is KLMNIQQKL. (5) The epitope is FLNGSCGSV. The TCR CDR3 sequence is CASSEAYGTGYGYTF. Result: 0 (the TCR does not bind to the epitope). (6) The epitope is TPGPGVRYPL. The TCR CDR3 sequence is CASSLGVRNKAFF. Result: 0 (the TCR does not bind to the epitope). (7) The epitope is YLQPRTFLL. The TCR CDR3 sequence is CASSLDIETYF. Result: 1 (the TCR binds to the epitope).